From a dataset of Catalyst prediction with 721,799 reactions and 888 catalyst types from USPTO. Predict which catalyst facilitates the given reaction. (1) Product: [Br:1][C:2]1[C:9]([F:10])=[CH:8][CH:7]=[C:6]([O:13][CH3:12])[C:3]=1[CH:4]=[O:5]. The catalyst class is: 36. Reactant: [Br:1][C:2]1[C:9]([F:10])=[CH:8][CH:7]=[C:6](F)[C:3]=1[CH:4]=[O:5].[CH3:12][O:13][Na]. (2) Reactant: [NH:1]1[CH:5]=[C:4]([CH:6]=[O:7])[CH:3]=[N:2]1.I[CH:9]([CH3:11])[CH3:10].[H-].[Na+]. Product: [CH:9]([N:1]1[CH:5]=[C:4]([CH:6]=[O:7])[CH:3]=[N:2]1)([CH3:11])[CH3:10]. The catalyst class is: 3. (3) Reactant: [C:1](=[O:4])([O-:3])[O-:2].O[C:6]1[C:11]([O:12][CH3:13])=[CH:10][C:9]([C:14]([O:16][C@H:17]2[C@H:37]([O:38][CH3:39])[C@@H:36]([C:40]([O:42][CH3:43])=[O:41])[C@@H:35]3[C@@H:19]([CH2:20][N:21]4[C@H:33]([CH2:34]3)[C:32]3[NH:31][C:30]5[C:25](=[CH:26][CH:27]=[C:28]([O:44][CH3:45])[CH:29]=5)[C:24]=3[CH2:23][CH2:22]4)[CH2:18]2)=[O:15])=[CH:8][C:7]=1[O:46][CH3:47].C([O-])([O-])=O.[K+].[K+]. Product: [CH3:47][O:46][C:7]1[CH:8]=[C:9]([C:14]([O:16][C@H:17]2[C@H:37]([O:38][CH3:39])[C@@H:36]([C:40]([O:42][CH3:43])=[O:41])[C@@H:35]3[C@@H:19]([CH2:20][N:21]4[C@H:33]([CH2:34]3)[C:32]3[NH:31][C:30]5[C:25](=[CH:26][CH:27]=[C:28]([O:44][CH3:45])[CH:29]=5)[C:24]=3[CH2:23][CH2:22]4)[CH2:18]2)=[O:15])[CH:10]=[C:11]([O:12][CH3:13])[C:6]=1[O:4][C:1]([O:3][CH2:36][C:35]1[CH:34]=[CH:33][N:21]=[CH:20][CH:19]=1)=[O:2]. The catalyst class is: 39. (4) Reactant: [Cl:1][C:2]1[CH:7]=[C:6]([C:8]([O:10]C)=[O:9])[CH:5]=[C:4]([N:12]=[C:13]=[S:14])[C:3]=1[C:15]([O:17]C)=O.[CH3:19][O:20][C:21]1[C:26]([O:27][CH3:28])=[CH:25][N:24]=[C:23]([NH2:29])[N:22]=1.[OH-].[Na+].Cl. Product: [Cl:1][C:2]1[CH:7]=[C:6]([C:8]([OH:10])=[O:9])[CH:5]=[C:4]2[C:3]=1[C:15](=[O:17])[N:29]([C:23]1[N:22]=[C:21]([O:20][CH3:19])[C:26]([O:27][CH3:28])=[CH:25][N:24]=1)[C:13](=[S:14])[NH:12]2. The catalyst class is: 3. (5) Reactant: [NH2:1][C:2]1[CH:3]=[C:4]2[C:20](=[O:21])[NH:19][N:18]=[CH:17][C:6]3=[C:7]([C:11]4[CH:16]=[CH:15][CH:14]=[CH:13][CH:12]=4)[NH:8][C:9]([CH:10]=1)=[C:5]23.ClC[C:24]1[CH:25]=[C:26]([CH:30]=[CH:31][CH:32]=1)[C:27](O)=[O:28].C(N(CC)CC)C.F[P-](F)(F)(F)(F)F.N1(OC(N(C)C)=[N+](C)C)C2N=CC=CC=2N=N1.C(Cl)[Cl:65].CO. Product: [Cl:65][C:24]1[CH:25]=[C:26]([CH:30]=[CH:31][CH:32]=1)[C:27]([NH:1][C:2]1[CH:3]=[C:4]2[C:20](=[O:21])[NH:19][N:18]=[CH:17][C:6]3=[C:7]([C:11]4[CH:12]=[CH:13][CH:14]=[CH:15][CH:16]=4)[NH:8][C:9]([CH:10]=1)=[C:5]23)=[O:28]. The catalyst class is: 9. (6) Reactant: [CH3:1][C:2]1[CH:7]=[CH:6][C:5]([NH:8][C:9]2[CH:14]=[CH:13][CH:12]=[CH:11][C:10]=2[N+:15]([O-])=O)=[CH:4][CH:3]=1. Product: [CH3:1][C:2]1[CH:7]=[CH:6][C:5]([NH:8][C:9]2[C:10]([NH2:15])=[CH:11][CH:12]=[CH:13][CH:14]=2)=[CH:4][CH:3]=1. The catalyst class is: 29.